This data is from TCR-epitope binding with 47,182 pairs between 192 epitopes and 23,139 TCRs. The task is: Binary Classification. Given a T-cell receptor sequence (or CDR3 region) and an epitope sequence, predict whether binding occurs between them. (1) The epitope is IVTDFSVIK. Result: 1 (the TCR binds to the epitope). The TCR CDR3 sequence is CASSLTLPSGGKETQYF. (2) The epitope is EEHVQIHTI. The TCR CDR3 sequence is CASSLEAGSDSPLHF. Result: 0 (the TCR does not bind to the epitope). (3) Result: 1 (the TCR binds to the epitope). The epitope is HTTDPSFLGRY. The TCR CDR3 sequence is CASSEVDPWSTEAFF. (4) The epitope is TLIGDCATV. The TCR CDR3 sequence is CASSFAGGGSYNEQFF. Result: 1 (the TCR binds to the epitope). (5) The epitope is NQKLIANQF. The TCR CDR3 sequence is CASSDLAGIWTGELFF. Result: 1 (the TCR binds to the epitope).